Dataset: Catalyst prediction with 721,799 reactions and 888 catalyst types from USPTO. Task: Predict which catalyst facilitates the given reaction. (1) Reactant: Br[CH2:2][C:3]([O:5][CH2:6][CH3:7])=[O:4].C(=O)([O-])[O-].[K+].[K+].[F:14][C:15]([F:33])([F:32])[C:16]1[CH:21]=[CH:20][C:19]([C:22]2[C:23](=[O:31])[NH:24][C:25]3([CH2:30][CH2:29][CH2:28][CH2:27]3)[N:26]=2)=[CH:18][CH:17]=1. Product: [O:31]=[C:23]1[C:22]([C:19]2[CH:18]=[CH:17][C:16]([C:15]([F:33])([F:14])[F:32])=[CH:21][CH:20]=2)=[N:26][C:25]2([CH2:27][CH2:28][CH2:29][CH2:30]2)[N:24]1[CH2:2][C:3]([O:5][CH2:6][CH3:7])=[O:4]. The catalyst class is: 21. (2) Reactant: C(=O)(O)[O-].[K+:5].[C:6]([O:13]CC)(=[O:12])[C:7]([O:9][CH2:10][CH3:11])=[O:8].O.C(=O)=O. Product: [C:7]([O:9][CH2:10][CH3:11])(=[O:8])[C:6]([O-:13])=[O:12].[K+:5]. The catalyst class is: 21. (3) Reactant: [CH3:1][O:2][C:3](=[O:20])[CH:4]([NH:7][C:8]1[S:9][CH:10]=[C:11]([C:13]2[CH:18]=[CH:17][C:16]([Br:19])=[CH:15][CH:14]=2)[N:12]=1)[CH2:5][OH:6].C(N(CC)CC)C.Cl[C:29](Cl)([O:31]C(=O)OC(Cl)(Cl)Cl)Cl. Product: [Br:19][C:16]1[CH:17]=[CH:18][C:13]([C:11]2[N:12]=[C:8]([N:7]3[C@H:4]([C:3]([O:2][CH3:1])=[O:20])[CH2:5][O:6][C:29]3=[O:31])[S:9][CH:10]=2)=[CH:14][CH:15]=1. The catalyst class is: 2. (4) Reactant: [Cl:1][C:2]1[CH:3]=[N:4][N:5]([C:7]2[CH:12]=[CH:11][N:10]=[CH:9][C:8]=2[N:13]2[CH2:18][CH2:17][CH:16]([C:19]([OH:21])=O)[CH2:15][CH2:14]2)[CH:6]=1.Cl.[F:23][C@@H:24]1[CH2:28][CH2:27][NH:26][CH2:25]1.CN(C(ON1N=NC2C=CC=NC1=2)=[N+](C)C)C.F[P-](F)(F)(F)(F)F.CCN(C(C)C)C(C)C. Product: [Cl:1][C:2]1[CH:3]=[N:4][N:5]([C:7]2[CH:12]=[CH:11][N:10]=[CH:9][C:8]=2[N:13]2[CH2:14][CH2:15][CH:16]([C:19]([N:26]3[CH2:27][CH2:28][C@@H:24]([F:23])[CH2:25]3)=[O:21])[CH2:17][CH2:18]2)[CH:6]=1. The catalyst class is: 136.